Dataset: Catalyst prediction with 721,799 reactions and 888 catalyst types from USPTO. Task: Predict which catalyst facilitates the given reaction. (1) Reactant: [CH3:1][S:2](Cl)(=[O:4])=[O:3].CCN(C(C)C)C(C)C.[CH:15]12[CH2:24][CH:19]3[CH2:20][CH:21]([CH2:23][CH:17]([CH2:18]3)[CH:16]1[NH:25][C:26]([N:28]1[CH2:33][CH2:32][C:31]3([C:42]4[C:37](=[CH:38][CH:39]=[CH:40][CH:41]=4)[CH2:36][NH:35][CH2:34]3)[CH2:30][CH2:29]1)=[O:27])[CH2:22]2.Cl. Product: [CH:15]12[CH2:24][CH:19]3[CH2:20][CH:21]([CH2:23][CH:17]([CH2:18]3)[CH:16]1[NH:25][C:26]([N:28]1[CH2:33][CH2:32][C:31]3([C:42]4[C:37](=[CH:38][CH:39]=[CH:40][CH:41]=4)[CH2:36][N:35]([S:2]([CH3:1])(=[O:4])=[O:3])[CH2:34]3)[CH2:30][CH2:29]1)=[O:27])[CH2:22]2. The catalyst class is: 2. (2) Reactant: Cl.[NH2:2][CH2:3][CH2:4][CH2:5][C:6]([O:8][CH2:9][CH3:10])=[O:7].[CH3:11][O:12][C:13]1[CH:20]=[C:19]([O:21][CH3:22])[CH:18]=[CH:17][C:14]=1[CH:15]=O.C(O[BH-](OC(=O)C)OC(=O)C)(=O)C.[Na+]. Product: [CH3:11][O:12][C:13]1[CH:20]=[C:19]([O:21][CH3:22])[CH:18]=[CH:17][C:14]=1[CH2:15][NH:2][CH2:3][CH2:4][CH2:5][C:6]([O:8][CH2:9][CH3:10])=[O:7]. The catalyst class is: 8. (3) Reactant: [F:1][C:2]1[CH:7]=[C:6]([N+:8]([O-])=O)[CH:5]=[C:4]([O:11][CH3:12])[C:3]=1[N:13]1[CH:17]=[N:16][C:15]([CH3:18])=[N:14]1. Product: [F:1][C:2]1[CH:7]=[C:6]([CH:5]=[C:4]([O:11][CH3:12])[C:3]=1[N:13]1[CH:17]=[N:16][C:15]([CH3:18])=[N:14]1)[NH2:8]. The catalyst class is: 43. (4) Reactant: C(OC([O:11][C:12]1([CH2:47][CH3:48])[C:17]2[CH:18]=[C:19]3[N:27]([C:28](=[O:29])[C:16]=2[CH2:15][O:14][C:13]1=[O:46])[CH2:26][C:25]1[C:24]([CH2:30][CH2:31][Si:32]([CH3:41])([CH3:40])[CH2:33][CH2:34][CH2:35][O:36][C:37](=[O:39])[CH3:38])=[C:23]2[CH:42]=[CH:43][CH:44]=[CH:45][C:22]2=[N:21][C:20]3=1)=O)C1C=CC=CC=1.[H][H]. Product: [CH2:47]([C:12]1([OH:11])[C:17]2[CH:18]=[C:19]3[N:27]([C:28](=[O:29])[C:16]=2[CH2:15][O:14][C:13]1=[O:46])[CH2:26][C:25]1[C:24]([CH2:30][CH2:31][Si:32]([CH3:40])([CH3:41])[CH2:33][CH2:34][CH2:35][O:36][C:37](=[O:39])[CH3:38])=[C:23]2[CH:42]=[CH:43][CH:44]=[CH:45][C:22]2=[N:21][C:20]3=1)[CH3:48]. The catalyst class is: 63. (5) Reactant: [N+:1]([CH2:4][C:5]([O:7][CH2:8][CH3:9])=[O:6])([O-:3])=[O:2].C([C:12](CC)(CC)[C:13]([O-:16])([O-])[O-])C.[CH2:21](O)[CH3:22]. Product: [CH2:21]([O:16][C:13]([CH3:12])=[C:4]([N+:1]([O-:3])=[O:2])[C:5]([O:7][CH2:8][CH3:9])=[O:6])[CH3:22]. The catalyst class is: 11. (6) Reactant: [Cl:1][C:2]1[C:3]([CH:14]=O)=[N:4][CH:5]=[C:6]([N:8]([CH:10]2[CH2:13][CH2:12][CH2:11]2)[CH3:9])[N:7]=1.[CH2:16]([NH:23][CH2:24][C@@H:25]([OH:29])[CH2:26][O:27][CH3:28])[C:17]1[CH:22]=[CH:21][CH:20]=[CH:19][CH:18]=1.C(O[BH-](OC(=O)C)OC(=O)C)(=O)C.[Na+].C(=O)([O-])O.[Na+]. Product: [CH2:16]([N:23]([CH2:14][C:3]1[C:2]([Cl:1])=[N:7][C:6]([N:8]([CH:10]2[CH2:11][CH2:12][CH2:13]2)[CH3:9])=[CH:5][N:4]=1)[CH2:24][C@@H:25]([OH:29])[CH2:26][O:27][CH3:28])[C:17]1[CH:22]=[CH:21][CH:20]=[CH:19][CH:18]=1. The catalyst class is: 477.